This data is from Full USPTO retrosynthesis dataset with 1.9M reactions from patents (1976-2016). The task is: Predict the reactants needed to synthesize the given product. (1) Given the product [Cl:17][C:18]1[CH:31]=[CH:30][C:21]([O:22][CH2:23][CH2:24][CH2:25][CH2:26][CH2:27][CH2:28][NH:29][C:4]2[C:5](=[O:16])[C:6](=[O:15])[C:7]=2[NH:8][C:9]2[CH:14]=[CH:13][CH:12]=[CH:11][N:10]=2)=[CH:20][CH:19]=1, predict the reactants needed to synthesize it. The reactants are: C(O[C:4]1[C:5](=[O:16])[C:6](=[O:15])[C:7]=1[NH:8][C:9]1[CH:14]=[CH:13][CH:12]=[CH:11][N:10]=1)C.[Cl:17][C:18]1[CH:31]=[CH:30][C:21]([O:22][CH2:23][CH2:24][CH2:25][CH2:26][CH2:27][CH2:28][NH2:29])=[CH:20][CH:19]=1. (2) Given the product [F:1][C:2]1[C:3]2[C:18]([CH3:19])([CH3:20])[O:21][B:9]([OH:13])[C:4]=2[CH:5]=[C:6]([CH3:8])[CH:7]=1, predict the reactants needed to synthesize it. The reactants are: [F:1][C:2]1[C:3]([C:18]([O:21]COC)([CH3:20])[CH3:19])=[C:4]([B:9]2[O:13]C(C)(C)C(C)(C)O2)[CH:5]=[C:6]([CH3:8])[CH:7]=1.Cl. (3) The reactants are: Br[C:2]1[CH:3]=[C:4]2[C:10]([C@@H:11]([C:13]3[C:18]([O:19][CH:20]([F:22])[F:21])=[CH:17][CH:16]=[C:15]([F:23])[C:14]=3[Cl:24])[CH3:12])=[CH:9][N:8](C(OC(C)(C)C)=O)[C:5]2=[N:6][CH:7]=1.[CH3:32][C:33]1[N:37]([C@H:38]2[CH2:43][CH2:42][C@H:41]([C:44]([O:46]CC)=O)[CH2:40][CH2:39]2)[N:36]=[CH:35][C:34]=1B1OC(C)(C)C(C)(C)O1.[F-].[K+].O.Cl.O.[OH-].[Li+].C(Cl)Cl.[NH4+].[Cl-].C[N:71](C(ON1N=NC2C=CC=CC1=2)=[N+](C)C)C.[B-](F)(F)(F)F.CCN(C(C)C)C(C)C. Given the product [Cl:24][C:14]1[C:15]([F:23])=[CH:16][CH:17]=[C:18]([O:19][CH:20]([F:22])[F:21])[C:13]=1[C@H:11]([C:10]1[C:4]2[C:5](=[N:6][CH:7]=[C:2]([C:34]3[CH:35]=[N:36][N:37]([C@H:38]4[CH2:43][CH2:42][C@H:41]([C:44]([NH2:71])=[O:46])[CH2:40][CH2:39]4)[C:33]=3[CH3:32])[CH:3]=2)[NH:8][CH:9]=1)[CH3:12], predict the reactants needed to synthesize it. (4) Given the product [F:1][C:2]1[CH:7]=[CH:6][C:5]([O:8][C:14]2[N:15]([C:25]3[CH:26]=[CH:27][C:28]([O:31][CH2:32][C:33]([F:35])([F:34])[F:36])=[CH:29][CH:30]=3)[C:16](=[O:24])[C:17]3[CH2:22][C:21](=[O:23])[NH:20][C:18]=3[N:19]=2)=[CH:4][CH:3]=1, predict the reactants needed to synthesize it. The reactants are: [F:1][C:2]1[CH:7]=[CH:6][C:5]([OH:8])=[CH:4][CH:3]=1.[H-].[Na+].CS([C:14]1[N:15]([C:25]2[CH:30]=[CH:29][C:28]([O:31][CH2:32][C:33]([F:36])([F:35])[F:34])=[CH:27][CH:26]=2)[C:16](=[O:24])[C:17]2[CH2:22][C:21](=[O:23])[NH:20][C:18]=2[N:19]=1)=O.C(O)(=O)CC(CC(O)=O)(C(O)=O)O. (5) Given the product [O:18]([CH2:1][C@@H:2]([OH:3])[CH3:4])[C:12]1[CH:17]=[CH:16][CH:15]=[CH:14][CH:13]=1, predict the reactants needed to synthesize it. The reactants are: [CH3:1][C@H:2]1[CH2:4][O:3]1.C(N(CC)CC)C.[C:12]1([OH:18])[CH:17]=[CH:16][CH:15]=[CH:14][CH:13]=1.N1C=CN=C1.C([Si](C(C)C)(C(C)C)Cl)(C)C. (6) The reactants are: Br[C:2]1[CH:3]=[C:4]([C:10]2[CH:15]=[CH:14][C:13]([C:16]([F:19])([F:18])[F:17])=[CH:12][CH:11]=2)[CH:5]=[C:6]([F:9])[C:7]=1[NH2:8].[CH3:20][N:21](C)C=O. Given the product [NH2:8][C:7]1[C:6]([F:9])=[CH:5][C:4]([C:10]2[CH:15]=[CH:14][C:13]([C:16]([F:19])([F:18])[F:17])=[CH:12][CH:11]=2)=[CH:3][C:2]=1[C:20]#[N:21], predict the reactants needed to synthesize it.